Dataset: Forward reaction prediction with 1.9M reactions from USPTO patents (1976-2016). Task: Predict the product of the given reaction. (1) Given the reactants [CH3:1][O:2][C:3]([C:5]1[C:6]([CH3:13])=[N:7][C:8]([Cl:12])=[CH:9][C:10]=1[CH3:11])=[O:4].[Br:14]N1C(=O)CCC1=O.CC(N=NC(C#N)(C)C)(C#N)C.C(O)(=O)C, predict the reaction product. The product is: [CH3:1][O:2][C:3]([C:5]1[C:6]([CH2:13][Br:14])=[N:7][C:8]([Cl:12])=[CH:9][C:10]=1[CH3:11])=[O:4]. (2) Given the reactants [CH3:1][O:2]C(Cl)Cl.[Sn](Cl)(Cl)(Cl)Cl.[CH2:11]([O:18][C:19]1[CH:24]=[CH:23][CH:22]=[CH:21][C:20]=1[CH2:25][CH3:26])[C:12]1[CH:17]=[CH:16][CH:15]=[CH:14][CH:13]=1.[Cl-].[Ca+2].[Cl-], predict the reaction product. The product is: [CH2:11]([O:18][C:19]1[CH:24]=[CH:23][C:22]([CH:1]=[O:2])=[CH:21][C:20]=1[CH2:25][CH3:26])[C:12]1[CH:13]=[CH:14][CH:15]=[CH:16][CH:17]=1. (3) Given the reactants [C:1]([O:5][C:6]([N:8]1[CH2:13][CH2:12][C:11](=[C:14]([C:19]2[CH:24]=[CH:23][CH:22]=[CH:21][CH:20]=2)[C:15]([NH:17][NH2:18])=[O:16])[CH2:10][CH2:9]1)=[O:7])([CH3:4])([CH3:3])[CH3:2].CCN(C(C)C)C(C)C.[C:34](O[C:34](=O)[C:35]1[CH:40]=[CH:39][CH:38]=[CH:37][CH:36]=1)(=O)[C:35]1[CH:40]=[CH:39][CH:38]=[CH:37][CH:36]=1.C1C=CC(P(C2C=CC=CC=2)C2C=CC=CC=2)=CC=1.ClC(Cl)(Cl)C(Cl)(Cl)Cl, predict the reaction product. The product is: [C:1]([O:5][C:6]([N:8]1[CH2:9][CH2:10][C:11](=[C:14]([C:19]2[CH:20]=[CH:21][CH:22]=[CH:23][CH:24]=2)[C:15]2[O:16][C:34]([C:35]3[CH:40]=[CH:39][CH:38]=[CH:37][CH:36]=3)=[N:18][N:17]=2)[CH2:12][CH2:13]1)=[O:7])([CH3:4])([CH3:2])[CH3:3]. (4) Given the reactants I.[CH:2]12[CH2:13][CH2:12][CH:5]([CH2:6][CH:7]1[C:8]([O:10]C)=[O:9])[CH2:4][NH:3]2.[CH3:14][N:15]1[CH:19]=[C:18]([S:20](Cl)(=[O:22])=[O:21])[N:17]=[CH:16]1, predict the reaction product. The product is: [CH3:14][N:15]1[CH:19]=[C:18]([S:20]([N:3]2[CH2:4][C@H:5]3[CH2:12][CH2:13][C@@H:2]2[C@H:7]([C:8]([OH:10])=[O:9])[CH2:6]3)(=[O:22])=[O:21])[N:17]=[CH:16]1. (5) Given the reactants [Br:1][C:2]1[N:6]([CH2:7][C:8]2[N:13]=[CH:12][CH:11]=[CH:10][N:9]=2)[N:5]=[C:4]([N:14]2C(=O)C3C(=CC=CC=3)C2=O)[CH:3]=1.NCCO, predict the reaction product. The product is: [Br:1][C:2]1[N:6]([CH2:7][C:8]2[N:13]=[CH:12][CH:11]=[CH:10][N:9]=2)[N:5]=[C:4]([NH2:14])[CH:3]=1.